This data is from Peptide-MHC class I binding affinity with 185,985 pairs from IEDB/IMGT. The task is: Regression. Given a peptide amino acid sequence and an MHC pseudo amino acid sequence, predict their binding affinity value. This is MHC class I binding data. (1) The peptide sequence is SQQPVQMLY. The MHC is HLA-B14:02 with pseudo-sequence HLA-B14:02. The binding affinity (normalized) is 0.213. (2) The peptide sequence is GLPMNTGWV. The MHC is HLA-A03:01 with pseudo-sequence HLA-A03:01. The binding affinity (normalized) is 0.0847. (3) The MHC is HLA-A24:02 with pseudo-sequence HLA-A24:02. The binding affinity (normalized) is 0. The peptide sequence is SSKYYIKNI. (4) The peptide sequence is FPYTGDPPY. The MHC is HLA-B83:01 with pseudo-sequence HLA-B83:01. The binding affinity (normalized) is 0.213. (5) The peptide sequence is YMKERFTVL. The MHC is HLA-B83:01 with pseudo-sequence HLA-B83:01. The binding affinity (normalized) is 0.213. (6) The peptide sequence is MRHNSREPY. The MHC is HLA-A80:01 with pseudo-sequence HLA-A80:01. The binding affinity (normalized) is 0.0847.